Dataset: Catalyst prediction with 721,799 reactions and 888 catalyst types from USPTO. Task: Predict which catalyst facilitates the given reaction. (1) Reactant: Cl[C:2]1[N:11]=[C:10]([N:12]([C:14]2[CH:19]=[CH:18][C:17]([O:20][CH3:21])=[CH:16][CH:15]=2)[CH3:13])[C:9]2[C:4](=[CH:5][CH:6]=[CH:7][CH:8]=2)[N:3]=1.[NH3:22]. Product: [CH3:21][O:20][C:17]1[CH:18]=[CH:19][C:14]([N:12]([CH3:13])[C:10]2[C:9]3[C:4](=[CH:5][CH:6]=[CH:7][CH:8]=3)[N:3]=[C:2]([NH2:22])[N:11]=2)=[CH:15][CH:16]=1. The catalyst class is: 5. (2) Reactant: Br[C:2]1[CH:7]=[CH:6][C:5]([CH3:8])=[C:4]([Cl:9])[CH:3]=1.[Li]CCCC.[CH3:15][C:16]([CH3:18])=[O:17]. Product: [Cl:9][C:4]1[CH:3]=[C:2]([C:16]([OH:17])([CH3:18])[CH3:15])[CH:7]=[CH:6][C:5]=1[CH3:8]. The catalyst class is: 1. (3) Reactant: [C:1]([NH:4][C:5]1[S:20][C:8]2[CH2:9][N:10]([C:13]([O:15][C:16]([CH3:19])([CH3:18])[CH3:17])=[O:14])[CH2:11][CH2:12][C:7]=2[C:6]=1[C:21]#[N:22])(=[O:3])[CH3:2].[N-:23]=[N+:24]=[N-:25].[Na+].Cl.C(N(CC)CC)C. Product: [C:1]([NH:4][C:5]1[S:20][C:8]2[CH2:9][N:10]([C:13]([O:15][C:16]([CH3:18])([CH3:17])[CH3:19])=[O:14])[CH2:11][CH2:12][C:7]=2[C:6]=1[C:21]1[N:23]=[N:24][NH:25][N:22]=1)(=[O:3])[CH3:2]. The catalyst class is: 204. (4) Reactant: [Cl:1][C:2]1[N:7]=[C:6]([C@:8]([NH:16][S@@:17]([C:19]([CH3:22])([CH3:21])[CH3:20])=[O:18])([CH3:15])[CH2:9][C:10](OCC)=[O:11])[C:5]([F:23])=[CH:4][CH:3]=1.[BH4-].[Li+].CCO.[NH4+].[Cl-]. Product: [Cl:1][C:2]1[N:7]=[C:6]([C@@:8]([NH:16][S@@:17]([C:19]([CH3:22])([CH3:21])[CH3:20])=[O:18])([CH2:9][CH2:10][OH:11])[CH3:15])[C:5]([F:23])=[CH:4][CH:3]=1. The catalyst class is: 7. (5) Reactant: [C:1]([O:5][C:6]([NH:8][CH:9]([CH2:14][C:15]1[CH:20]=[C:19]([F:21])[C:18]([F:22])=[CH:17][C:16]=1[F:23])[CH2:10][C:11]([OH:13])=O)=[O:7])([CH3:4])([CH3:3])[CH3:2].CCN(C(C)C)C(C)C.Cl.[F:34][C:35]([F:46])([F:45])[C:36]1[N:40]2[CH2:41][CH2:42][NH:43][CH2:44][C:39]2=[N:38][N:37]=1.ClC1C=CC=CC=1B(O)O.C(OC(C)C)(C)C. Product: [C:1]([O:5][C:6](=[O:7])[NH:8][C@@H:9]([CH2:10][C:11](=[O:13])[N:43]1[CH2:42][CH2:41][N:40]2[C:36]([C:35]([F:46])([F:34])[F:45])=[N:37][N:38]=[C:39]2[CH2:44]1)[CH2:14][C:15]1[CH:20]=[C:19]([F:21])[C:18]([F:22])=[CH:17][C:16]=1[F:23])([CH3:2])([CH3:3])[CH3:4]. The catalyst class is: 226. (6) Reactant: C([O:3][C:4](=[O:41])[CH2:5][CH2:6][NH:7][C:8]([NH:10][C:11]1[CH:16]=[CH:15][CH:14]=[C:13]([C:17]([N:19]2[CH2:40][CH2:39][C:22]3([NH:26]/[C:25](=[N:27]/[C:28]([C:30]4[C:35]([NH2:36])=[N:34][C:33]([NH2:37])=[C:32]([Cl:38])[N:31]=4)=[O:29])/[NH:24][CH2:23]3)[CH2:21][CH2:20]2)=[O:18])[CH:12]=1)=[O:9])C.[Li+].[OH-]. Product: [NH2:36][C:35]1[C:30]([C:28](/[N:27]=[C:25]2/[NH:26][C:22]3([CH2:39][CH2:40][N:19]([C:17]([C:13]4[CH:12]=[C:11]([NH:10][C:8](=[O:9])[NH:7][CH2:6][CH2:5][C:4]([OH:41])=[O:3])[CH:16]=[CH:15][CH:14]=4)=[O:18])[CH2:20][CH2:21]3)[CH2:23][NH:24]/2)=[O:29])=[N:31][C:32]([Cl:38])=[C:33]([NH2:37])[N:34]=1. The catalyst class is: 1. (7) Reactant: [NH2:1][CH2:2][C:3]([OH:5])=[O:4].[OH-].[Na+].[C:8](Cl)(=[O:12])[C:9]([CH3:11])=[CH2:10]. Product: [C:8]([NH2:1])(=[O:12])[C:9]([CH3:11])=[CH2:10].[NH2:1][CH2:2][C:3]([OH:5])=[O:4]. The catalyst class is: 6. (8) Reactant: [F:1][C:2]([F:13])([F:12])[C:3]1[C:4]([CH:9]([OH:11])[CH3:10])=[N:5][CH:6]=[CH:7][CH:8]=1.[Br:14]Br. Product: [Br:14][C:7]1[CH:8]=[C:3]([C:2]([F:1])([F:12])[F:13])[C:4]([CH:9]([OH:11])[CH3:10])=[N:5][CH:6]=1. The catalyst class is: 5.